From a dataset of HIV replication inhibition screening data with 41,000+ compounds from the AIDS Antiviral Screen. Binary Classification. Given a drug SMILES string, predict its activity (active/inactive) in a high-throughput screening assay against a specified biological target. (1) The drug is CN(C)c1ccc(C2NCCc3c2[nH]c2ccccc32)cc1. The result is 0 (inactive). (2) The compound is CC1=C(C(=O)NNC(=O)c2ccccc2)CC(C(=O)NNC(=O)c2ccccc2)=C(C)N1. The result is 0 (inactive). (3) The result is 0 (inactive). The compound is O=C(O)C(NCc1ccccc1)C(NCc1ccccc1)C(=O)O. (4) The result is 1 (active). The molecule is CCCCCCCCC=CCCCCCCCCOP(=O)(O)OCCC=C(c1cc(Cl)c(O)c(C(=O)O)c1)c1cc(Cl)c(O)c(C(=O)O)c1.N. (5) The molecule is O=C1OC(=C(Cl)c2c3ccccc3cc3ccccc23)c2ccccc21. The result is 0 (inactive).